This data is from Experimentally validated miRNA-target interactions with 360,000+ pairs, plus equal number of negative samples. The task is: Binary Classification. Given a miRNA mature sequence and a target amino acid sequence, predict their likelihood of interaction. (1) The miRNA is hsa-miR-4434 with sequence AGGAGAAGUAAAGUAGAA. The protein sequence of the target gene is MLFFTQCFGAVLDLIHLRFQHYKAKRVFSAAGQLVCVVNPTHNLKYVSSRRAVTQSAPEQGSFHPHHLSHHHCHHRHHHHLRHHAHPHHLHHQEAGLHANPVTPCLCMCPLFSCQWEGRLEVVVPHLRQIHRVDILQGAEIVFLATDMHLPAPADWIIMHSCLGHHFLLVLRKQERHEGHPQFFATMMLIGTPTQADCFTYRLELNRNHRRLKWEATPRSVLECVDSVITDGDCLVLNTSLAQLFSDNGSLAIGIAITATEVLPSEAEM. Result: 1 (interaction). (2) The miRNA is hsa-miR-661 with sequence UGCCUGGGUCUCUGGCCUGCGCGU. The protein sequence of the target gene is MRAGPEPQALAGQKRGALRLLVPRLVLTVSAPAEVRRRVLRPVLSWMDRETRALADSHFRGLGVDVPGVGQAPGRVAFVSEPGAFSYADFVRGFLLPNLPCVFSSAFTQGWGSRRRWVTPAGRPDFDHLLRTYGDVVVPVANCGVQEYNSNPKEHMTLRDYITYWKEYIQAGYSSPRGCLYLKDWHLCRDFPVEDVFTLPVYFSSDWLNEFWDALDVDDYRFVYAGPAGSWSPFHADIFRSFSWSVNVCGRKKWLLFPPGQEEALRDRHGNLPYDVTSPALCDTHLHPRNQLAGPPLEIT.... Result: 1 (interaction). (3) The miRNA is hsa-miR-4484 with sequence AAAAGGCGGGAGAAGCCCCA. The protein sequence of the target gene is MPLGLKPTCSVCKTTSSSMWKKGAQGEILCHHCTGRGGAGSGGAGSGAAGGTGGSGGGGFGAATFASTSATPPQSNGGGGGKQSKQEIHRRSARLRNTKYKSAPAAEKKVSTKGKGRRHIFKLKNPIKAPESVSTIITAESIFYKGVYYQIGDVVSVIDEQDGKPYYAQIRGFIQDQYCEKSAALTWLIPTLSSPRDQFDPASYIIGPEEDLPRKMEYLEFVCHAPSEYFKSRSSPFPTVPTRPEKGYIWTHVGPTPAITIKESVANHL. Result: 1 (interaction). (4) The miRNA is hsa-miR-5588-5p with sequence ACUGGCAUUAGUGGGACUUUU. The protein sequence of the target gene is MLQRGLWPWRTRLLPTPGTWRPARPWPLPPPPQVLRVKLCGNVKYYQSHHYSTVVPPDEITVIYRHGLPLVTLTLPSRKERCQFVVKPMLSTVGSFLQDLQNEDKGIKTAAIFTADGNMISASTLMDILLMNDFKLVINKIAYDVQCPKREKPSNEHTAEMEHMKSLVHRLFTILHLEESQKKREHHLLEKIDHLKEQLQPLEQVKAGIEAHSEAKTSGLLWAGLALLSIQGGALAWLTWWVYSWDIMEPVTYFITFANSMVFFAYFIVTRQDYTYSAVKSRQFLQFFHKKSKQQHFDVQ.... Result: 0 (no interaction).